Dataset: Reaction yield outcomes from USPTO patents with 853,638 reactions. Task: Predict the reaction yield, written as a fraction of the theoretical maximum amount of product (1.0 means a 100% yield; for example, 0.34 means a 34% yield). (1) The reactants are [CH2:1]([O:3][C:4](=[O:12])[C:5]1[CH:10]=[CH:9][CH:8]=[N:7][C:6]=1Cl)[CH3:2].Cl.[CH2:14]([O:21][NH2:22])[C:15]1[CH:20]=[CH:19][CH:18]=[CH:17][CH:16]=1.C(N(CC)C(C)C)(C)C. The catalyst is O1CCOCC1. The product is [CH2:14]([O:21][NH:22][C:6]1[N:7]=[CH:8][CH:9]=[CH:10][C:5]=1[C:4]([O:3][CH2:1][CH3:2])=[O:12])[C:15]1[CH:20]=[CH:19][CH:18]=[CH:17][CH:16]=1. The yield is 0.530. (2) The reactants are [CH3:1][N:2]1[CH2:7][CH2:6][N:5]([CH2:8][CH2:9][CH2:10][CH2:11][O:12][C:13]2[CH:14]=[C:15]([CH:18]=[CH:19][CH:20]=2)[CH:16]=O)[CH2:4][CH2:3]1.[C:21]([C:25]1[CH:26]=[C:27]([NH2:32])[C:28]([NH2:31])=[CH:29][CH:30]=1)([CH3:24])([CH3:23])[CH3:22]. No catalyst specified. The product is [C:21]([C:25]1[CH:30]=[CH:29][C:28]2[NH:31][C:16]([C:15]3[CH:18]=[CH:19][CH:20]=[C:13]([O:12][CH2:11][CH2:10][CH2:9][CH2:8][N:5]4[CH2:6][CH2:7][N:2]([CH3:1])[CH2:3][CH2:4]4)[CH:14]=3)=[N:32][C:27]=2[CH:26]=1)([CH3:24])([CH3:22])[CH3:23]. The yield is 0.920.